From a dataset of Full USPTO retrosynthesis dataset with 1.9M reactions from patents (1976-2016). Predict the reactants needed to synthesize the given product. (1) Given the product [CH3:1][O:2][C:3]([C:5]1[C:6]2[N:7]([C:11]([I:14])=[CH:12][N:13]=2)[CH:8]=[CH:9][CH:10]=1)=[O:4], predict the reactants needed to synthesize it. The reactants are: [CH3:1][O:2][C:3]([C:5]1[C:6]2[N:7]([CH:11]=[CH:12][N:13]=2)[CH:8]=[CH:9][CH:10]=1)=[O:4].[I:14]N1C(=O)CCC1=O. (2) Given the product [F:1][C:2]1[C:9]([I:10])=[C:8]([CH3:11])[CH:7]=[CH:6][C:3]=1/[CH:4]=[N:12]/[OH:13], predict the reactants needed to synthesize it. The reactants are: [F:1][C:2]1[C:9]([I:10])=[C:8]([CH3:11])[CH:7]=[CH:6][C:3]=1[CH:4]=O.[NH2:12][OH:13]. (3) Given the product [C:2]1([C:1]([C:26]2[CH:31]=[CH:30][CH:29]=[CH:28][CH:27]=2)([OH:8])[C:9]2[CH:18]=[C:17]3[C:12]([CH:13]=[CH:14][CH:15]=[C:16]3[N:19]3[CH2:20][CH2:21][N:22]([CH3:25])[CH2:23][CH2:24]3)=[CH:11][CH:10]=2)[CH:3]=[CH:4][CH:5]=[CH:6][CH:7]=1, predict the reactants needed to synthesize it. The reactants are: [C:1]([C:9]1[CH:18]=[C:17]2[C:12]([CH:13]=[CH:14][CH:15]=[C:16]2[N:19]2[CH2:24][CH2:23][N:22]([CH3:25])[CH2:21][CH2:20]2)=[CH:11][CH:10]=1)(=[O:8])[C:2]1[CH:7]=[CH:6][CH:5]=[CH:4][CH:3]=1.[C:26]1([Mg]Br)[CH:31]=[CH:30][CH:29]=[CH:28][CH:27]=1.[Cl-].[NH4+]. (4) The reactants are: [I-].[Sm+2].[I-].[C:4]([O:8][C:9]([N:11]1[C:20]2[C:15](=[CH:16][CH:17]=[C:18]([CH2:21][CH2:22][O:23][C:24]3[CH:25]=[C:26]4[C:30](=[CH:31][CH:32]=3)[N:29]([C:33]([C:40]3[CH:45]=[CH:44][CH:43]=[C:42]([O:46][CH2:47][C:48]5[CH:53]=[CH:52][CH:51]=[CH:50][CH:49]=5)[CH:41]=3)=[CH:34][C:35]([O:37][CH2:38][CH3:39])=[O:36])[CH:28]=[CH:27]4)[N:19]=2)[CH2:14][CH2:13][CH2:12]1)=[O:10])([CH3:7])([CH3:6])[CH3:5].CN(C)P(N(C)C)(N(C)C)=O.CO.[Cl-].[NH4+]. Given the product [C:4]([O:8][C:9]([N:11]1[C:20]2[C:15](=[CH:16][CH:17]=[C:18]([CH2:21][CH2:22][O:23][C:24]3[CH:25]=[C:26]4[C:30](=[CH:31][CH:32]=3)[N:29]([CH:33]([C:40]3[CH:45]=[CH:44][CH:43]=[C:42]([O:46][CH2:47][C:48]5[CH:53]=[CH:52][CH:51]=[CH:50][CH:49]=5)[CH:41]=3)[CH2:34][C:35]([O:37][CH2:38][CH3:39])=[O:36])[CH:28]=[CH:27]4)[N:19]=2)[CH2:14][CH2:13][CH2:12]1)=[O:10])([CH3:5])([CH3:6])[CH3:7], predict the reactants needed to synthesize it. (5) Given the product [ClH:27].[C:1]([N:5]1[CH2:10][CH:9]=[C:8]([C:11]2[CH:12]=[C:13]([C:33]3[CH:34]=[CH:35][CH:36]=[CH:37][C:32]=3[Cl:31])[N:14]3[C:19]([CH:20]=2)=[C:18]([C:21]2[C:22]([Cl:28])=[CH:23][CH:24]=[CH:25][C:26]=2[Cl:27])[C:17](=[O:29])[CH:16]=[CH:15]3)[CH2:7][CH2:6]1)([CH3:2])([CH3:4])[CH3:3], predict the reactants needed to synthesize it. The reactants are: [C:1]([N:5]1[CH2:10][CH:9]=[C:8]([C:11]2[CH:12]=[C:13](Cl)[N:14]3[C:19]([CH:20]=2)=[C:18]([C:21]2[C:26]([Cl:27])=[CH:25][CH:24]=[CH:23][C:22]=2[Cl:28])[C:17](=[O:29])[CH:16]=[CH:15]3)[CH2:7][CH2:6]1)([CH3:4])([CH3:3])[CH3:2].[Cl:31][C:32]1[CH:37]=[CH:36][CH:35]=[CH:34][C:33]=1B(O)O.C(=O)([O-])[O-].[Na+].[Na+].Cl.